From a dataset of Peptide-MHC class II binding affinity with 134,281 pairs from IEDB. Regression. Given a peptide amino acid sequence and an MHC pseudo amino acid sequence, predict their binding affinity value. This is MHC class II binding data. (1) The peptide sequence is QSTFLGASQRGVGVA. The MHC is DRB1_1101 with pseudo-sequence DRB1_1101. The binding affinity (normalized) is 0.763. (2) The peptide sequence is ELNNALQNLARTISE. The MHC is DRB1_1501 with pseudo-sequence DRB1_1501. The binding affinity (normalized) is 0.242. (3) The peptide sequence is QIRMAKLLGRDPEQS. The MHC is HLA-DPA10201-DPB10101 with pseudo-sequence HLA-DPA10201-DPB10101. The binding affinity (normalized) is 0.365. (4) The peptide sequence is HDIYIVMPVFIIKR. The MHC is DRB4_0101 with pseudo-sequence DRB4_0103. The binding affinity (normalized) is 0.225. (5) The MHC is DRB1_1501 with pseudo-sequence DRB1_1501. The peptide sequence is LIIMDEAHFTDPASI. The binding affinity (normalized) is 0.285. (6) The peptide sequence is LSPLSNMVSMANNHM. The MHC is DRB5_0101 with pseudo-sequence DRB5_0101. The binding affinity (normalized) is 0.425. (7) The peptide sequence is STVFLVPRRHGKTWF. The binding affinity (normalized) is 0.281. The MHC is DRB1_0901 with pseudo-sequence DRB1_0901.